Dataset: Acute oral toxicity (LD50) regression data from Zhu et al.. Task: Regression/Classification. Given a drug SMILES string, predict its toxicity properties. Task type varies by dataset: regression for continuous values (e.g., LD50, hERG inhibition percentage) or binary classification for toxic/non-toxic outcomes (e.g., AMES mutagenicity, cardiotoxicity, hepatotoxicity). Dataset: ld50_zhu. (1) The rat oral LD50 is 2.35, given as -log10 of the dose in mol/kg body weight (higher means more acutely toxic). The drug is Cc1ccc([N+](=O)[O-])c([N+](=O)[O-])c1. (2) The drug is O=Cc1ccc(Cl)cc1. The rat oral LD50 is 1.95, given as -log10 of the dose in mol/kg body weight (higher means more acutely toxic). (3) The drug is O=C(SC(=O)c1ccccc1)c1ccccc1. The rat oral LD50 is 1.69, given as -log10 of the dose in mol/kg body weight (higher means more acutely toxic). (4) The molecule is Clc1cccc(Cl)c1Cl. The rat oral LD50 is 2.00, given as -log10 of the dose in mol/kg body weight (higher means more acutely toxic). (5) The compound is C=CC(=O)N(CC)CC. The rat oral LD50 is 1.95, given as -log10 of the dose in mol/kg body weight (higher means more acutely toxic). (6) The compound is O=C(O)Cc1cc(O)ccc1Nc1c(Cl)cccc1Cl. The rat oral LD50 is 2.34, given as -log10 of the dose in mol/kg body weight (higher means more acutely toxic). (7) The rat oral LD50 is 1.69, given as -log10 of the dose in mol/kg body weight (higher means more acutely toxic). The molecule is O=C(NC1CCSC1=O)c1cccnc1. (8) The drug is CC(C)COP(C)(=S)SCN1C(=O)c2ccccc2C1=O. The rat oral LD50 is 3.97, given as -log10 of the dose in mol/kg body weight (higher means more acutely toxic). (9) The compound is CCOP(=O)(O)O. The rat oral LD50 is 1.90, given as -log10 of the dose in mol/kg body weight (higher means more acutely toxic).